This data is from Full USPTO retrosynthesis dataset with 1.9M reactions from patents (1976-2016). The task is: Predict the reactants needed to synthesize the given product. (1) Given the product [F:1][C:2]1[CH:7]=[CH:6][C:5]([CH2:8][C:9]2[CH:18]=[C:17]3[C:12]([C:13]([OH:34])=[C:14]([C:29]([NH:41][CH:38]4[CH2:39][CH2:40][O:35][CH2:36][CH2:37]4)=[O:30])[C:15](=[O:28])[N:16]3[CH2:19][CH2:20][N:21]3[CH2:26][CH2:25][CH2:24][CH2:23][C:22]3=[O:27])=[N:11][CH:10]=2)=[CH:4][CH:3]=1, predict the reactants needed to synthesize it. The reactants are: [F:1][C:2]1[CH:7]=[CH:6][C:5]([CH2:8][C:9]2[CH:18]=[C:17]3[C:12]([C:13]([OH:34])=[C:14]([C:29](OCC)=[O:30])[C:15](=[O:28])[N:16]3[CH2:19][CH2:20][N:21]3[CH2:26][CH2:25][CH2:24][CH2:23][C:22]3=[O:27])=[N:11][CH:10]=2)=[CH:4][CH:3]=1.[O:35]1[CH2:40][CH2:39][CH:38]([NH2:41])[CH2:37][CH2:36]1. (2) Given the product [C:1]([C:3]1[CH:4]=[C:5]2[C:10](=[CH:11][C:12]=1[O:13][C:14]1[CH:15]=[CH:16][C:17]([C:20](=[O:30])[NH:21][CH2:22][CH2:23][C:24]3[CH:25]=[CH:26][CH:27]=[CH:28][CH:29]=3)=[CH:18][CH:19]=1)[O:9][CH2:8][CH2:7][CH:6]2[C:31]([OH:33])=[O:32])#[N:2], predict the reactants needed to synthesize it. The reactants are: [C:1]([C:3]1[CH:4]=[C:5]2[C:10](=[CH:11][C:12]=1[O:13][C:14]1[CH:19]=[CH:18][C:17]([C:20](=[O:30])[NH:21][CH2:22][CH2:23][C:24]3[CH:29]=[CH:28][CH:27]=[CH:26][CH:25]=3)=[CH:16][CH:15]=1)[O:9][CH2:8][CH2:7][CH:6]2[C:31]([O:33]C)=[O:32])#[N:2].[OH-].[Na+].O.CO. (3) Given the product [F:21][C:6]1[CH:5]=[C:4]2[C:9]([C:10](=[CH:11][C:12]3[CH:17]=[CH:16][C:15]([S:18]([CH3:19])=[O:20])=[CH:14][CH:13]=3)[C:2]([CH3:1])=[C:3]2[CH2:22][C:23]([NH:26][CH2:27][CH2:28][CH2:29][CH2:30][OH:31])=[O:25])=[CH:8][CH:7]=1, predict the reactants needed to synthesize it. The reactants are: [CH3:1][C:2]1=[C:3]([CH2:22][C:23]([OH:25])=O)[C:4]2[CH:5]=[C:6]([F:21])[CH:7]=[CH:8][C:9]=2/[C:10]/1=[CH:11]\[C:12]1[CH:13]=[CH:14][C:15]([S+:18]([O-:20])[CH3:19])=[CH:16][CH:17]=1.[NH2:26][CH2:27][CH2:28][CH2:29][CH2:30][OH:31].CN(C(ON1N=NC2C=CC=CC1=2)=[N+](C)C)C.F[P-](F)(F)(F)(F)F.CCN(C(C)C)C(C)C.